Dataset: Reaction yield outcomes from USPTO patents with 853,638 reactions. Task: Predict the reaction yield, written as a fraction of the theoretical maximum amount of product (1.0 means a 100% yield; for example, 0.34 means a 34% yield). The reactants are [Cl:1][C:2]1[CH:7]=[CH:6][C:5]([CH:8]2[C:12]3[N:13]([CH:24]([CH3:26])[CH3:25])[C:14]([C:16]4[C:17]([O:22][CH3:23])=[N:18][CH:19]=[CH:20][CH:21]=4)=[N:15][C:11]=3[C:10](=[O:27])[N:9]2[C:28]2[N:33]=[C:32]3[N:34]([CH3:37])[N:35]=[N:36][C:31]3=[C:30]([CH3:38])[CH:29]=2)=[CH:4][CH:3]=1. The catalyst is CCO. The product is [Cl:1][C:2]1[CH:7]=[CH:6][C:5]([C@@H:8]2[C:12]3[N:13]([CH:24]([CH3:26])[CH3:25])[C:14]([C:16]4[C:17]([O:22][CH3:23])=[N:18][CH:19]=[CH:20][CH:21]=4)=[N:15][C:11]=3[C:10](=[O:27])[N:9]2[C:28]2[N:33]=[C:32]3[N:34]([CH3:37])[N:35]=[N:36][C:31]3=[C:30]([CH3:38])[CH:29]=2)=[CH:4][CH:3]=1. The yield is 0.420.